Dataset: Catalyst prediction with 721,799 reactions and 888 catalyst types from USPTO. Task: Predict which catalyst facilitates the given reaction. (1) Reactant: C([O:3][C:4]([C:6]1[N:7]=[C:8]([C:11]2[CH:16]=[CH:15][CH:14]=[C:13]([C:17]3[CH2:18][C:19](=[O:35])[NH:20][C:21]4[CH:27]=[C:26]([C:28]5[CH:33]=[CH:32][C:31]([F:34])=[CH:30][CH:29]=5)[CH:25]=[CH:24][C:22]=4[N:23]=3)[CH:12]=2)[S:9][CH:10]=1)=O)C.COCCO[AlH2-]OCCOC.[Na+].C1(C)C=CC=CC=1. Product: [F:34][C:31]1[CH:30]=[CH:29][C:28]([C:26]2[CH:25]=[CH:24][C:22]3[N:23]=[C:17]([C:13]4[CH:14]=[CH:15][CH:16]=[C:11]([C:8]5[S:9][CH:10]=[C:6]([CH2:4][OH:3])[N:7]=5)[CH:12]=4)[CH2:18][C:19](=[O:35])[NH:20][C:21]=3[CH:27]=2)=[CH:33][CH:32]=1. The catalyst class is: 1. (2) Reactant: [C:1]([NH:5][C:6]([C:8]1[CH:12]=[C:11]([C:13]2[CH:18]=[CH:17][C:16]([O:19]CC3C=CC=CC=3)=[CH:15][N:14]=2)[N:10]([C:27]2[CH:28]=[N:29][C:30]([O:33][CH3:34])=[CH:31][CH:32]=2)[N:9]=1)=[O:7])([CH3:4])([CH3:3])[CH3:2]. Product: [C:1]([NH:5][C:6]([C:8]1[CH:12]=[C:11]([C:13]2[CH:18]=[CH:17][C:16]([OH:19])=[CH:15][N:14]=2)[N:10]([C:27]2[CH:28]=[N:29][C:30]([O:33][CH3:34])=[CH:31][CH:32]=2)[N:9]=1)=[O:7])([CH3:4])([CH3:3])[CH3:2]. The catalyst class is: 19. (3) Reactant: Cl[S:2]([C:5]1[CH:14]=[CH:13][CH:12]=[CH:11][C:6]=1[C:7]([O:9][CH3:10])=[O:8])(=[O:4])=[O:3].C(N(C(C)C)CC)(C)C.[CH3:24][C:25]1[S:29][C:28](=[NH:30])[N:27]([CH2:31][C:32]2[C:41]3[C:36](=[CH:37][CH:38]=[CH:39][CH:40]=3)[CH:35]=[CH:34][CH:33]=2)[CH:26]=1.[Cl-].[Na+]. Product: [CH3:24][C:25]1[S:29]/[C:28](=[N:30]\[S:2]([C:5]2[CH:14]=[CH:13][CH:12]=[CH:11][C:6]=2[C:7]([O:9][CH3:10])=[O:8])(=[O:4])=[O:3])/[N:27]([CH2:31][C:32]2[C:41]3[C:36](=[CH:37][CH:38]=[CH:39][CH:40]=3)[CH:35]=[CH:34][CH:33]=2)[CH:26]=1. The catalyst class is: 119. (4) Reactant: [Cl:1][C:2]1[CH:3]=[CH:4][C:5]2[N:9]=[C:8]([C@@H:10]3[CH2:14][C@H:13]([F:15])[CH2:12][N:11]3C(OC(C)(C)C)=O)[NH:7][C:6]=2[C:23]=1[CH3:24].Cl.CO. Product: [ClH:1].[Cl:1][C:2]1[CH:3]=[CH:4][C:5]2[N:9]=[C:8]([C@@H:10]3[CH2:14][C@H:13]([F:15])[CH2:12][NH:11]3)[NH:7][C:6]=2[C:23]=1[CH3:24]. The catalyst class is: 12. (5) Reactant: [NH2:1][C@H:2]1[CH2:6][CH2:5][N:4]([C:7]2[C:12]([C:13]([O:15][CH:16]([CH3:18])[CH3:17])=[O:14])=[CH:11][CH:10]=[CH:9][N:8]=2)[CH2:3]1.[CH2:19]([C:21]1[S:25][C:24]([CH:26]=O)=[CH:23][CH:22]=1)[CH3:20].[BH-](OC(C)=O)(OC(C)=O)OC(C)=O.[Na+]. Product: [CH2:19]([C:21]1[S:25][C:24]([CH2:26][NH:1][C@H:2]2[CH2:6][CH2:5][N:4]([C:7]3[C:12]([C:13]([O:15][CH:16]([CH3:18])[CH3:17])=[O:14])=[CH:11][CH:10]=[CH:9][N:8]=3)[CH2:3]2)=[CH:23][CH:22]=1)[CH3:20]. The catalyst class is: 1. (6) Reactant: [CH:1]1([NH:4][C:5]([C:7]2[CH:8]=[C:9]([F:46])[C:10]([CH3:45])=[C:11]([C:13]3[CH:14]=[C:15]4[C:20](=[CH:21][CH:22]=3)[C:19](=[O:23])[N:18]([CH2:24][C:25]([CH3:29])([CH3:28])[CH2:26][OH:27])[CH:17]=[C:16]4[CH2:30][N:31]3[CH2:36][CH2:35][N:34](C(OC(C)(C)C)=O)[CH2:33][C@H:32]3[CH3:44])[CH:12]=2)=[O:6])[CH2:3][CH2:2]1.Cl. Product: [CH:1]1([NH:4][C:5](=[O:6])[C:7]2[CH:12]=[C:11]([C:13]3[CH:14]=[C:15]4[C:20](=[CH:21][CH:22]=3)[C:19](=[O:23])[N:18]([CH2:24][C:25]([CH3:28])([CH3:29])[CH2:26][OH:27])[CH:17]=[C:16]4[CH2:30][N:31]3[CH2:36][CH2:35][NH:34][CH2:33][C@H:32]3[CH3:44])[C:10]([CH3:45])=[C:9]([F:46])[CH:8]=2)[CH2:2][CH2:3]1. The catalyst class is: 41. (7) Reactant: [P:1]([O:11][CH2:12][C:13]1[C:18]([Cl:19])=[CH:17][CH:16]=[CH:15][C:14]=1[CH2:20][O:21][Si](C(C)(C)C)(C)C)([O:7][CH2:8][CH:9]=[CH2:10])([O:3][CH2:4][CH:5]=[CH2:6])=[O:2].[F-].C([N+](CCCC)(CCCC)CCCC)CCC.O.C(OCC)(=O)C. The catalyst class is: 188. Product: [P:1]([O:11][CH2:12][C:13]1[C:14]([CH2:20][OH:21])=[CH:15][CH:16]=[CH:17][C:18]=1[Cl:19])([O:7][CH2:8][CH:9]=[CH2:10])([O:3][CH2:4][CH:5]=[CH2:6])=[O:2]. (8) Reactant: C([Mg]CCCC)CCC.C(NC(C)C)(C)C.[CH2:17]([N:24]1[C:28]2[C:29]([N:35]([CH3:37])[CH3:36])=[N:30][N:31]([CH3:34])[C:32](=[O:33])[C:27]=2[N:26]=[CH:25]1)[C:18]1[CH:23]=[CH:22][CH:21]=[CH:20][CH:19]=1.[Cl:38]C(Cl)(Cl)C(Cl)(Cl)Cl.[Cl-].[NH4+]. Product: [CH2:17]([N:24]1[C:28]2[C:29]([N:35]([CH3:37])[CH3:36])=[N:30][N:31]([CH3:34])[C:32](=[O:33])[C:27]=2[N:26]=[C:25]1[Cl:38])[C:18]1[CH:19]=[CH:20][CH:21]=[CH:22][CH:23]=1. The catalyst class is: 7.